Task: Predict which catalyst facilitates the given reaction.. Dataset: Catalyst prediction with 721,799 reactions and 888 catalyst types from USPTO (1) Reactant: [Cl:1][C:2]1[C:7]([Cl:8])=[CH:6][CH:5]=[CH:4][C:3]=1[NH:9][CH2:10][C:11]1[NH:12][CH2:13][CH2:14][N:15]=1.[CH:16](OCCCC)=[O:17]. Product: [Cl:1][C:2]1[C:7]([Cl:8])=[CH:6][CH:5]=[CH:4][C:3]=1[NH:9][CH2:10][C:11]1[N:15]([CH:16]=[O:17])[CH2:14][CH2:13][N:12]=1. The catalyst class is: 4. (2) The catalyst class is: 43. Reactant: [F:1][C:2]([F:15])([F:14])[C:3]1[CH:4]=[C:5]([CH:11]=[CH:12][CH:13]=1)[CH:6]=[CH:7][C:8]([OH:10])=[O:9]. Product: [F:1][C:2]([F:14])([F:15])[C:3]1[CH:4]=[C:5]([CH2:6][CH2:7][C:8]([OH:10])=[O:9])[CH:11]=[CH:12][CH:13]=1. (3) Reactant: [CH:1]([NH:4][C:5]([NH2:7])=[S:6])([CH3:3])[CH3:2].Br[CH2:9][C:10]([C:12]1[CH:13]=[C:14]([CH:18]=[CH:19][CH:20]=1)[C:15]([OH:17])=[O:16])=O. Product: [CH:1]([NH:4][C:5]1[S:6][CH:9]=[C:10]([C:12]2[CH:13]=[C:14]([CH:18]=[CH:19][CH:20]=2)[C:15]([OH:17])=[O:16])[N:7]=1)([CH3:3])[CH3:2]. The catalyst class is: 1. (4) Reactant: [OH:1][C:2]1[CH:11]=[CH:10][C:5]([C:6]([O:8][CH3:9])=[O:7])=[CH:4][CH:3]=1.C([O-])([O-])=O.[K+].[K+].Br[CH2:19][CH2:20][O:21][CH:22]1[CH2:27][CH2:26][CH2:25][CH2:24][O:23]1. Product: [O:23]1[CH2:24][CH2:25][CH2:26][CH2:27][CH:22]1[O:21][CH2:20][CH2:19][O:1][C:2]1[CH:3]=[CH:4][C:5]([C:6]([O:8][CH3:9])=[O:7])=[CH:10][CH:11]=1. The catalyst class is: 3.